This data is from Full USPTO retrosynthesis dataset with 1.9M reactions from patents (1976-2016). The task is: Predict the reactants needed to synthesize the given product. (1) Given the product [Br:6][C:7]1[CH:14]=[CH:13][C:10]([C:11]([CH:2]2[CH2:4][CH2:3]2)=[O:12])=[C:9]([F:15])[CH:8]=1, predict the reactants needed to synthesize it. The reactants are: [Mg].[CH:2]1(Br)[CH2:4][CH2:3]1.[Br:6][C:7]1[CH:14]=[CH:13][C:10]([CH:11]=[O:12])=[C:9]([F:15])[CH:8]=1.[Cl-].[NH4+]. (2) Given the product [OH:33][C:31]1[C:30]2[C:25](=[C:26]([OH:35])[CH:27]=[C:28]([I:34])[CH:29]=2)[N:24]=[C:23]([C:21]([OH:22])=[O:20])[CH:32]=1, predict the reactants needed to synthesize it. The reactants are: COC(C1C=C(O)C2C(=C(OC)C=C(Br)C=2)N=1)=O.C[O:20][C:21]([C:23]1[CH:32]=[C:31]([OH:33])[C:30]2[C:25](=[C:26]([O:35]C)[CH:27]=[C:28]([I:34])[CH:29]=2)[N:24]=1)=[O:22]. (3) Given the product [F:16][C:17]([F:29])([F:30])[C:18]1[CH:19]=[C:20]([NH:21][C:7](=[O:9])[C:6]2[CH:10]=[C:2]([Cl:1])[CH:3]=[CH:4][C:5]=2[OH:11])[CH:22]=[C:23]([C:25]([F:26])([F:28])[F:27])[CH:24]=1, predict the reactants needed to synthesize it. The reactants are: [Cl:1][C:2]1[CH:10]=[C:6]([C:7]([OH:9])=O)[C:5]([OH:11])=[CH:4][CH:3]=1.P(Cl)(Cl)Cl.[F:16][C:17]([F:30])([F:29])[C:18]1[CH:19]=[C:20]([CH:22]=[C:23]([C:25]([F:28])([F:27])[F:26])[CH:24]=1)[NH2:21]. (4) Given the product [CH3:1][O:2][C:3](=[O:18])[C:4]1[CH:9]=[C:8]([N+:10]([O-:12])=[O:11])[C:7]([C:13]([F:16])([F:15])[F:14])=[CH:6][C:5]=1[NH:17][C:19](=[O:21])[CH3:20], predict the reactants needed to synthesize it. The reactants are: [CH3:1][O:2][C:3](=[O:18])[C:4]1[CH:9]=[C:8]([N+:10]([O-:12])=[O:11])[C:7]([C:13]([F:16])([F:15])[F:14])=[CH:6][C:5]=1[NH2:17].[C:19](OC(=O)C)(=[O:21])[CH3:20]. (5) Given the product [NH2:1][C:2]1[C:7]2=[C:8]([C:24]3[CH:29]=[CH:28][C:27]([NH:30][C:31]([NH:33][C:34]4[CH:39]=[C:38]([C:40]([F:43])([F:41])[F:42])[CH:37]=[CH:36][C:35]=4[F:44])=[O:32])=[C:26]([Cl:45])[CH:25]=3)[CH:9]=[C:10]([CH:11]3[CH2:16][CH2:15][NH:14][CH2:13][CH2:12]3)[N:6]2[N:5]=[CH:4][N:3]=1, predict the reactants needed to synthesize it. The reactants are: [NH2:1][C:2]1[C:7]2=[C:8]([C:24]3[CH:29]=[CH:28][C:27]([NH:30][C:31]([NH:33][C:34]4[CH:39]=[C:38]([C:40]([F:43])([F:42])[F:41])[CH:37]=[CH:36][C:35]=4[F:44])=[O:32])=[C:26]([Cl:45])[CH:25]=3)[CH:9]=[C:10]([CH:11]3[CH2:16][CH2:15][N:14](C(OC(C)(C)C)=O)[CH2:13][CH2:12]3)[N:6]2[N:5]=[CH:4][N:3]=1.C(O)(C(F)(F)F)=O.C(OCC)(=O)C. (6) Given the product [F:12][C:10]([F:13])([F:11])[C:8]1[CH:7]=[C:6]([C@H:14]([O:16][C@H:17]2[CH2:22][CH2:21][N:20]([C:45]([C@H:42]3[CH2:41][CH2:40][C@H:39]([NH:38][C:36](=[O:37])[O:35][C:31]([CH3:33])([CH3:32])[CH3:34])[CH2:44][CH2:43]3)=[O:46])[CH2:19][C@H:18]2[C:23]2[CH:28]=[CH:27][CH:26]=[CH:25][CH:24]=2)[CH3:15])[CH:5]=[C:4]([C:3]([F:29])([F:2])[F:30])[CH:9]=1, predict the reactants needed to synthesize it. The reactants are: Cl.[F:2][C:3]([F:30])([F:29])[C:4]1[CH:5]=[C:6]([C@H:14]([O:16][C@H:17]2[CH2:22][CH2:21][NH:20][CH2:19][C@H:18]2[C:23]2[CH:28]=[CH:27][CH:26]=[CH:25][CH:24]=2)[CH3:15])[CH:7]=[C:8]([C:10]([F:13])([F:12])[F:11])[CH:9]=1.[C:31]([O:35][C:36]([NH:38][C@H:39]1[CH2:44][CH2:43][C@H:42]([C:45](O)=[O:46])[CH2:41][CH2:40]1)=[O:37])([CH3:34])([CH3:33])[CH3:32].CCN=C=NCCCN(C)C.Cl.C1C=CC2N(O)N=NC=2C=1.CCN(C(C)C)C(C)C.